From a dataset of Forward reaction prediction with 1.9M reactions from USPTO patents (1976-2016). Predict the product of the given reaction. (1) Given the reactants [H-].[Na+].[CH3:3][C:4]1([CH2:8][OH:9])[CH2:7][O:6][CH2:5]1.C1COCC1.Cl[C:16]1[CH:21]=[C:20]([CH3:22])[N:19]=[C:18]([NH2:23])[N:17]=1, predict the reaction product. The product is: [CH3:22][C:20]1[CH:21]=[C:16]([O:9][CH2:8][C:4]2([CH3:3])[CH2:7][O:6][CH2:5]2)[N:17]=[C:18]([NH2:23])[N:19]=1. (2) Given the reactants Br[C:2]1[CH:3]=[C:4]([C:9]([O:11][CH3:12])=[O:10])[S:5][C:6]=1[CH2:7][CH3:8].C(=O)([O-])[O-].[K+].[K+].[CH3:19][N:20]1[C:24](B2OC(C)(C)C(C)(C)O2)=[CH:23][CH:22]=[N:21]1, predict the reaction product. The product is: [CH2:7]([C:6]1[S:5][C:4]([C:9]([O:11][CH3:12])=[O:10])=[CH:3][C:2]=1[C:24]1[N:20]([CH3:19])[N:21]=[CH:22][CH:23]=1)[CH3:8]. (3) Given the reactants [F:1][C:2]([F:12])([F:11])[C:3]1([C:8]([OH:10])=O)[CH2:7][CH2:6][CH2:5][CH2:4]1.[NH:13]1[CH2:18][CH2:17][CH:16]([C:19]([O:21][CH2:22][CH3:23])=[O:20])[CH2:15][CH2:14]1.C(Cl)CCl.C1C=CC2N(O)N=NC=2C=1.CCN(C(C)C)C(C)C.[NH4+].[Cl-], predict the reaction product. The product is: [F:11][C:2]([F:1])([F:12])[C:3]1([C:8]([N:13]2[CH2:18][CH2:17][CH:16]([C:19]([O:21][CH2:22][CH3:23])=[O:20])[CH2:15][CH2:14]2)=[O:10])[CH2:4][CH2:5][CH2:6][CH2:7]1. (4) Given the reactants [O:1]1[CH:5]=[CH:4][N:3]=[C:2]1[C:6]1[CH:11]=[CH:10][C:9]([NH:12][C:13](=[O:31])[C:14](=[O:30])[CH2:15][C:16]2([C:20]3[CH:25]=[CH:24][CH:23]=[CH:22][C:21]=3[C:26]([F:29])([F:28])[F:27])[CH2:19][CH2:18][CH2:17]2)=[CH:8][CH:7]=1.C(=O)([O-])[O-].[Cs+].[Cs+].C[SiH](C)C.[F:42][CH:43]([F:45])[F:44].[F-].C([N+](CCCC)(CCCC)CCCC)CCC, predict the reaction product. The product is: [F:42][C:43]([F:45])([F:44])[C:14]([OH:30])([CH2:15][C:16]1([C:20]2[CH:25]=[CH:24][CH:23]=[CH:22][C:21]=2[C:26]([F:29])([F:27])[F:28])[CH2:19][CH2:18][CH2:17]1)[C:13]([NH:12][C:9]1[CH:8]=[CH:7][C:6]([C:2]2[O:1][CH:5]=[CH:4][N:3]=2)=[CH:11][CH:10]=1)=[O:31]. (5) Given the reactants C(OC([N:8]1[CH2:12][CH2:11][CH2:10][C@H:9]1[C:13]([O:15][CH2:16][O:17][C:18](=[O:46])[N:19]([C:43](=[O:45])[CH3:44])[CH2:20][C@@H:21]1[O:25][C:24](=[O:26])[N:23]([C:27]2[CH:32]=[CH:31][C:30]([N:33]3[CH2:40][C:39]4[C:35](=[N:36][N:37]([CH3:41])[CH:38]=4)[CH2:34]3)=[C:29]([F:42])[CH:28]=2)[CH2:22]1)=[O:14])=O)(C)(C)C.C(O)(C(F)(F)F)=O, predict the reaction product. The product is: [C:43]([N:19]([CH2:20][C@@H:21]1[O:25][C:24](=[O:26])[N:23]([C:27]2[CH:32]=[CH:31][C:30]([N:33]3[CH2:40][C:39]4[C:35](=[N:36][N:37]([CH3:41])[CH:38]=4)[CH2:34]3)=[C:29]([F:42])[CH:28]=2)[CH2:22]1)[C:18]([O:17][CH2:16][O:15][C:13]([C@@H:9]1[CH2:10][CH2:11][CH2:12][NH:8]1)=[O:14])=[O:46])(=[O:45])[CH3:44].